This data is from Full USPTO retrosynthesis dataset with 1.9M reactions from patents (1976-2016). The task is: Predict the reactants needed to synthesize the given product. (1) Given the product [CH2:1]([C:11]1[O:20][C:14]2[N:15]=[C:16]([O:19][CH2:32][CH:28]3[CH2:29][CH2:30][CH2:31][O:27]3)[N:17]=[CH:18][C:13]=2[CH:12]=1)[CH2:2][CH2:3][CH2:4][CH2:5][CH2:6][CH2:7][CH2:8][CH2:9][CH3:10], predict the reactants needed to synthesize it. The reactants are: [CH2:1]([C:11]1[O:20][C:14]2=[N:15][C:16](=[O:19])[NH:17][CH:18]=[C:13]2[CH:12]=1)[CH2:2][CH2:3][CH2:4][CH2:5][CH2:6][CH2:7][CH2:8][CH2:9][CH3:10].C(=O)([O-])[O-].[K+].[K+].[O:27]1[CH2:31][CH2:30][CH2:29][CH:28]1[CH2:32]OS(C)(=O)=O. (2) Given the product [Cl:26][C:27]1[CH:28]=[C:29]([NH:34][C:35]([NH:6][CH2:7][C:8]2[CH:9]=[C:10]3[C:14](=[CH:15][CH:16]=2)[C:13](=[O:17])[N:12]([CH:18]2[CH2:23][CH2:22][C:21](=[O:24])[NH:20][C:19]2=[O:25])[CH2:11]3)=[O:36])[CH:30]=[CH:31][C:32]=1[F:33], predict the reactants needed to synthesize it. The reactants are: CS(O)(=O)=O.[NH2:6][CH2:7][C:8]1[CH:9]=[C:10]2[C:14](=[CH:15][CH:16]=1)[C:13](=[O:17])[N:12]([CH:18]1[CH2:23][CH2:22][C:21](=[O:24])[NH:20][C:19]1=[O:25])[CH2:11]2.[Cl:26][C:27]1[CH:28]=[C:29]([N:34]=[C:35]=[O:36])[CH:30]=[CH:31][C:32]=1[F:33].C(N(CC)CC)C.Cl.